Dataset: Experimentally validated miRNA-target interactions with 360,000+ pairs, plus equal number of negative samples. Task: Binary Classification. Given a miRNA mature sequence and a target amino acid sequence, predict their likelihood of interaction. The protein sequence of the target gene is MATAVRAVGCLPVLCSGTAGHLLGRQCSLNTLPAASILAWKSVLGNGHLSSLGTRDTHPYASLSRALQTQCCISSPSHLMSQQYRPYSFFTKLTADELWKGALAETGAGAKKGRGKRTKKKKRKDLNRGQIIGEGRYGFLWPGLNVPLMKNGAVQTIAQRSKEEQEKVEADMIQQREEWDRKKKMKVKRERGWSGNSWGGISLGPPDPGPCGETYEDFDTRILEVRNVFTMTAKEGRKKSIRVLVAVGNGKGAAGFSIGKATDRMDAFRKAKNRAVHHLHYIERYEDHTIFHDISLRFKR.... The miRNA is hsa-miR-548l with sequence AAAAGUAUUUGCGGGUUUUGUC. Result: 1 (interaction).